This data is from Full USPTO retrosynthesis dataset with 1.9M reactions from patents (1976-2016). The task is: Predict the reactants needed to synthesize the given product. (1) Given the product [Cl:20][C:2]1[C:11]([N+:12]([O-:14])=[O:13])=[CH:10][C:5]([C:6]([O:8][CH3:9])=[O:7])=[CH:4][C:3]=1[O:15][CH3:16], predict the reactants needed to synthesize it. The reactants are: O[C:2]1[C:11]([N+:12]([O-:14])=[O:13])=[CH:10][C:5]([C:6]([O:8][CH3:9])=[O:7])=[CH:4][C:3]=1[O:15][CH3:16].C(Cl)(=O)C([Cl:20])=O.O. (2) Given the product [F:1][C:2]1[CH:7]=[CH:6][CH:5]=[CH:4][C:3]=1[C:8]1([CH3:9])[NH:18][C:11](=[O:20])[NH:12][C:14]1=[O:17], predict the reactants needed to synthesize it. The reactants are: [F:1][C:2]1[CH:7]=[CH:6][CH:5]=[CH:4][C:3]=1[C:8](=O)[CH3:9].[C-:11]#[N:12].[K+].[C:14](=[O:17])([O-])[O-].[NH4+:18].[NH4+].[OH-:20].[NH4+]. (3) Given the product [NH2:1][C:2]1[N:7]=[C:6]([C:8]2[CH:13]=[C:12]([CH2:14][CH2:15][CH3:16])[C:11]([OH:17])=[CH:10][C:9]=2[O:18][CH3:19])[CH:5]=[CH:4][CH:3]=1, predict the reactants needed to synthesize it. The reactants are: [NH2:1][C:2]1[N:7]=[C:6]([C:8]2[CH:13]=[C:12]([CH2:14][CH:15]=[CH2:16])[C:11]([OH:17])=[CH:10][C:9]=2[O:18][CH3:19])[CH:5]=[CH:4][CH:3]=1. (4) Given the product [Br:1][C:2]1[CH:3]=[CH:4][C:5]([CH2:8][O:9][CH2:13][C:14]([O:16][CH3:17])=[O:15])=[N:6][CH:7]=1, predict the reactants needed to synthesize it. The reactants are: [Br:1][C:2]1[CH:3]=[CH:4][C:5]([CH2:8][OH:9])=[N:6][CH:7]=1.[H-].[Na+].Br[CH2:13][C:14]([O:16][CH2:17]C)=[O:15]. (5) The reactants are: [C:1]([O:5][C:6](=[O:20])[C:7]1[CH:12]=[CH:11][C:10]([C:13]2[CH:18]=[CH:17][C:16]([CH3:19])=[CH:15][CH:14]=2)=[CH:9][CH:8]=1)([CH3:4])([CH3:3])[CH3:2].[Br:21]N1C(=O)CCC1=O.C(OOC(=O)C1C=CC=CC=1)(=O)C1C=CC=CC=1. Given the product [C:1]([O:5][C:6]([C:7]1[CH:12]=[CH:11][C:10]([C:13]2[CH:14]=[CH:15][C:16]([CH2:19][Br:21])=[CH:17][CH:18]=2)=[CH:9][CH:8]=1)=[O:20])([CH3:4])([CH3:3])[CH3:2], predict the reactants needed to synthesize it. (6) Given the product [F:17][C:18]1[CH:19]=[C:20]([CH2:31][O:1][C:2]2[CH:7]=[CH:6][C:5]([CH2:8][CH2:9][C:10]([O:12][CH2:13][CH3:14])=[O:11])=[C:4]([CH3:15])[C:3]=2[CH3:16])[C:21]2[O:25][C:24]([C:26]([F:29])([F:27])[F:28])=[CH:23][C:22]=2[CH:30]=1, predict the reactants needed to synthesize it. The reactants are: [OH:1][C:2]1[CH:7]=[CH:6][C:5]([CH2:8][CH2:9][C:10]([O:12][CH2:13][CH3:14])=[O:11])=[C:4]([CH3:15])[C:3]=1[CH3:16].[F:17][C:18]1[CH:19]=[C:20]([CH2:31]O)[C:21]2[O:25][C:24]([C:26]([F:29])([F:28])[F:27])=[CH:23][C:22]=2[CH:30]=1.C1(P(C2C=CC=CC=2)C2C=CC=CC=2)C=CC=CC=1.N(C(OCC)=O)=NC(OCC)=O.